This data is from Forward reaction prediction with 1.9M reactions from USPTO patents (1976-2016). The task is: Predict the product of the given reaction. (1) Given the reactants [F:1][C:2]1[CH:7]=[C:6]([N+:8]([O-])=O)[CH:5]=[CH:4][C:3]=1[N:11]1[C:15]([CH3:16])=[N:14][CH:13]=[N:12]1.C(N(CC)CC)C.[H][H], predict the reaction product. The product is: [F:1][C:2]1[CH:7]=[C:6]([NH2:8])[CH:5]=[CH:4][C:3]=1[N:11]1[C:15]([CH3:16])=[N:14][CH:13]=[N:12]1. (2) The product is: [CH3:1][CH:2]1[CH:7]([CH3:8])[CH2:6][CH2:5][CH2:4][CH:3]1[NH:9][CH2:11][CH2:10][CH2:16][S:13]([OH:15])(=[O:14])=[O:12]. Given the reactants [CH3:1][CH:2]1[CH:7]([CH3:8])[CH2:6][CH2:5][CH2:4][CH:3]1[NH2:9].[CH2:10]1[CH2:16][S:13](=[O:15])(=[O:14])[O:12][CH2:11]1, predict the reaction product. (3) Given the reactants Cl.[C:2]([C:6]1[CH:10]=[C:9]([NH:11][C:12](=[O:36])[NH:13][C:14]2[CH:19]=[CH:18][C:17]([NH:20][C:21](=[O:35])[C:22]3[CH:27]=[CH:26][C:25]([O:28][CH:29]4[CH2:34][CH2:33][NH:32][CH2:31][CH2:30]4)=[CH:24][N:23]=3)=[CH:16][CH:15]=2)[O:8][N:7]=1)([CH3:5])([CH3:4])[CH3:3].Cl.F[CH2:39][C:40](C1ON=C(NC(=O)NC2C=CC(NC(=O)C3C=CC(OC4CCNCC4)=CN=3)=CC=2)C=1)(C)[CH2:41]F, predict the reaction product. The product is: [C:2]([C:6]1[CH:10]=[C:9]([NH:11][C:12](=[O:36])[NH:13][C:14]2[CH:19]=[CH:18][C:17]([NH:20][C:21](=[O:35])[C:22]3[CH:27]=[CH:26][C:25]([O:28][CH:29]4[CH2:30][CH2:31][N:32]([CH:40]([CH3:41])[CH3:39])[CH2:33][CH2:34]4)=[CH:24][N:23]=3)=[CH:16][CH:15]=2)[O:8][N:7]=1)([CH3:5])([CH3:3])[CH3:4]. (4) Given the reactants [CH2:1]([N:3]1[CH:8]2[CH2:9][CH2:10][CH:4]1[CH2:5][CH:6]([C:11]1[N:16]3[N:17]=[C:18]([C:21]4[CH:26]=[CH:25][N:24]=[CH:23][CH:22]=4)[C:19](I)=[C:15]3[N:14]=[CH:13][CH:12]=1)[CH2:7]2)[CH3:2].[F:27][C:28]1[CH:33]=[CH:32][C:31](B(O)O)=[CH:30][C:29]=1[O:37][CH3:38], predict the reaction product. The product is: [CH2:1]([N:3]1[CH:8]2[CH2:9][CH2:10][CH:4]1[CH2:5][CH:6]([C:11]1[N:16]3[N:17]=[C:18]([C:21]4[CH:26]=[CH:25][N:24]=[CH:23][CH:22]=4)[C:19]([C:31]4[CH:32]=[CH:33][C:28]([F:27])=[C:29]([O:37][CH3:38])[CH:30]=4)=[C:15]3[N:14]=[CH:13][CH:12]=1)[CH2:7]2)[CH3:2]. (5) Given the reactants [C:1]([O:5][C:6]([NH:8][C:9]1[S:10][CH:11]=[C:12]([C:14]([OH:16])=O)[N:13]=1)=[O:7])([CH3:4])([CH3:3])[CH3:2].[CH3:17][NH:18][CH3:19].O1CCCC1, predict the reaction product. The product is: [C:1]([O:5][C:6](=[O:7])[NH:8][C:9]1[S:10][CH:11]=[C:12]([C:14](=[O:16])[N:18]([CH3:19])[CH3:17])[N:13]=1)([CH3:2])([CH3:3])[CH3:4]. (6) Given the reactants [F:1][C:2]([F:18])([F:17])[C:3]1[CH:8]=[CH:7][C:6]([C:9]2[CH:14]=[CH:13][N:12]=[C:11]([C:15]#[N:16])[CH:10]=2)=[CH:5][CH:4]=1.[H-].[H-].[H-].[H-].[Li+].[Al+3], predict the reaction product. The product is: [F:17][C:2]([F:1])([F:18])[C:3]1[CH:4]=[CH:5][C:6]([C:9]2[CH:14]=[CH:13][N:12]=[C:11]([CH2:15][NH2:16])[CH:10]=2)=[CH:7][CH:8]=1. (7) Given the reactants [Cl:1][C:2]1[CH:3]=[CH:4][C:5]([O:28][CH2:29][CH:30]([CH3:32])[CH3:31])=[C:6]([CH2:8][C:9]2[N:14]=[C:13]([C:15]3[NH:19][C:18]4[CH:20]=[CH:21][C:22]([C:24](OC)=[O:25])=[CH:23][C:17]=4[N:16]=3)[CH:12]=[CH:11][CH:10]=2)[CH:7]=1.[H-].[H-].[H-].[H-].[Li+].[Al+3], predict the reaction product. The product is: [Cl:1][C:2]1[CH:3]=[CH:4][C:5]([O:28][CH2:29][CH:30]([CH3:32])[CH3:31])=[C:6]([CH2:8][C:9]2[N:14]=[C:13]([C:15]3[NH:19][C:18]4[CH:20]=[CH:21][C:22]([CH2:24][OH:25])=[CH:23][C:17]=4[N:16]=3)[CH:12]=[CH:11][CH:10]=2)[CH:7]=1. (8) Given the reactants [CH3:1][C:2]1([CH3:10])[CH2:7][C:6](=[O:8])[CH2:5][C:4](=[O:9])[CH2:3]1.C(=O)([O-])[O-].[Na+].[Na+].O.[S:18](O[S:18]([C:21]([F:24])([F:23])[F:22])(=[O:20])=[O:19])([C:21]([F:24])([F:23])[F:22])(=[O:20])=[O:19], predict the reaction product. The product is: [F:22][C:21]([F:24])([F:23])[S:18]([O:8][C:6]1[CH2:7][C:2]([CH3:10])([CH3:1])[CH2:3][C:4](=[O:9])[CH:5]=1)(=[O:20])=[O:19]. (9) Given the reactants [C:1]([O:5][C:6]([NH:8][C:9]1[CH:17]=[CH:16][CH:15]=[CH:14][C:10]=1[C:11]([OH:13])=O)=[O:7])([CH3:4])([CH3:3])[CH3:2].[CH2:18]([NH2:21])[CH2:19][CH3:20].O1CCCC1.Cl.CN(C)CCCN=C=NCC.ON1C2C=CC=CC=2N=N1.C(=O)(O)[O-].[Na+], predict the reaction product. The product is: [C:1]([O:5][C:6](=[O:7])[NH:8][C:9]1[CH:17]=[CH:16][CH:15]=[CH:14][C:10]=1[C:11](=[O:13])[NH:21][CH2:18][CH2:19][CH3:20])([CH3:2])([CH3:3])[CH3:4]. (10) Given the reactants [CH2:1]1[O:9][C:8]2[CH:7]=[CH:6][C:5]([C:10]3(O)[C:18]4[C:13](=[CH:14][CH:15]=[CH:16][CH:17]=4)[C:12]([C:19]4[CH:24]=[CH:23][C:22]5[O:25][CH2:26][O:27][C:21]=5[CH:20]=4)=[C:11]3[C:28]([O:30]CC)=[O:29])=[CH:4][C:3]=2[O:2]1.[Mg].BrC1C=CC2OCOC=2C=1.C1OC2C=CC([Mg]Br)=CC=2O1.C1OC2C=CC(C3C4C(=CC=CC=4)C(=O)C=3C(OCC)=O)=CC=2O1.Cl, predict the reaction product. The product is: [CH2:1]1[O:9][C:8]2[CH:7]=[CH:6][C:5]([CH:10]3[C:18]4[C:13](=[CH:14][CH:15]=[CH:16][CH:17]=4)[CH:12]([C:19]4[CH:24]=[CH:23][C:22]5[O:25][CH2:26][O:27][C:21]=5[CH:20]=4)[CH:11]3[C:28]([OH:30])=[O:29])=[CH:4][C:3]=2[O:2]1.